This data is from Full USPTO retrosynthesis dataset with 1.9M reactions from patents (1976-2016). The task is: Predict the reactants needed to synthesize the given product. (1) Given the product [C:1]12([C:12]3[C:7](=[CH:8][CH:9]=[CH:10][C:11]=3[O:13][C:14]3[N:19]=[CH:18][C:17]([N:20]4[C:21](=[O:27])[C@:22]([CH2:24][CH3:25])([CH3:26])[NH:23][C:29]4=[O:31])=[CH:16][N:15]=3)[O:6][CH2:5][CH2:4]1)[CH2:2][CH2:3]2, predict the reactants needed to synthesize it. The reactants are: [C:1]12([C:12]3[C:7](=[CH:8][CH:9]=[CH:10][C:11]=3[O:13][C:14]3[N:19]=[CH:18][C:17]([NH:20][C:21](=[O:27])[C@:22]([CH3:26])([CH2:24][CH3:25])[NH2:23])=[CH:16][N:15]=3)[O:6][CH2:5][CH2:4]1)[CH2:3][CH2:2]2.Cl[C:29](Cl)([O:31]C(=O)OC(Cl)(Cl)Cl)Cl. (2) Given the product [CH2:1]([N:8]([CH2:20][C:21]1[CH:26]=[CH:25][CH:24]=[CH:23][CH:22]=1)[C@H:9]1[CH2:10][C:11]2[C:12]([B:32]([OH:36])[OH:33])=[CH:13][CH:14]=[CH:15][C:16]=2[CH2:17][CH2:18]1)[C:2]1[CH:7]=[CH:6][CH:5]=[CH:4][CH:3]=1, predict the reactants needed to synthesize it. The reactants are: [CH2:1]([N:8]([CH2:20][C:21]1[CH:26]=[CH:25][CH:24]=[CH:23][CH:22]=1)[C@@H:9]1[CH2:18][CH2:17][C:16]2[C:11](=[C:12](Br)[CH:13]=[CH:14][CH:15]=2)[CH2:10]1)[C:2]1[CH:7]=[CH:6][CH:5]=[CH:4][CH:3]=1.C([Li])CCC.[B:32](OCC)([O:36]CC)[O:33]CC. (3) Given the product [CH2:17]([NH:24][C:25]([NH:16][C:10]1[CH:11]=[CH:12][C:13]([O:14][CH3:15])=[C:8]([C:3]2[N:4]([CH3:7])[N:5]=[CH:6][C:2]=2[Br:1])[CH:9]=1)=[O:26])[C:18]1[CH:23]=[CH:22][CH:21]=[CH:20][CH:19]=1, predict the reactants needed to synthesize it. The reactants are: [Br:1][C:2]1[CH:6]=[N:5][N:4]([CH3:7])[C:3]=1[C:8]1[CH:9]=[C:10]([NH2:16])[CH:11]=[CH:12][C:13]=1[O:14][CH3:15].[CH2:17]([N:24]=[C:25]=[O:26])[C:18]1[CH:23]=[CH:22][CH:21]=[CH:20][CH:19]=1. (4) Given the product [Cl:20][C:21]1[CH:58]=[CH:57][C:24]([C:25]2[C:30]([C:31]3[CH:40]=[CH:39][C:38]4[C:33](=[CH:34][CH:35]=[C:36]([C:41]5[N:42]([CH2:43][CH2:51][CH:50]([CH3:52])[CH3:49])[C:2]6[CH:10]=[CH:9][C:5]([C:6]([OH:8])=[O:7])=[CH:4][C:3]=6[N:11]=5)[CH:37]=4)[N:32]=3)=[CH:29][C:28]([O:55][CH3:56])=[CH:27][CH:26]=2)=[CH:23][CH:22]=1, predict the reactants needed to synthesize it. The reactants are: Cl[C:2]1[CH:10]=[CH:9][C:5]([C:6]([OH:8])=[O:7])=[CH:4][C:3]=1[N+:11]([O-])=O.C(N)CC(C)C.[Cl:20][C:21]1[CH:58]=[CH:57][C:24]([C:25]2[C:30]([C:31]3[CH:40]=[CH:39][C:38]4[C:33](=[CH:34][CH:35]=[C:36]([C:41]5N(CC)C6C=[CH:49][C:50]([C:52](O)=O)=[CH:51][C:43]=6[N:42]=5)[CH:37]=4)[N:32]=3)=[CH:29][C:28]([O:55][CH3:56])=[CH:27][CH:26]=2)=[CH:23][CH:22]=1. (5) Given the product [F:1][C:2]1[CH:3]=[N:4][C:5]2[C:10]([C:11]=1[CH2:12][CH2:13][CH2:14][OH:15])=[N:9][C:8]([O:21][CH3:22])=[CH:7][CH:6]=2, predict the reactants needed to synthesize it. The reactants are: [F:1][C:2]1[CH:3]=[N:4][C:5]2[C:10]([C:11]=1[CH2:12][CH2:13][C:14](OCCCC)=[O:15])=[N:9][C:8]([O:21][CH3:22])=[CH:7][CH:6]=2.[H-].[Al+3].[Li+].[H-].[H-].[H-].[OH-].[Na+].S([O-])([O-])(=O)=O.[Na+].[Na+].